Dataset: Full USPTO retrosynthesis dataset with 1.9M reactions from patents (1976-2016). Task: Predict the reactants needed to synthesize the given product. (1) Given the product [OH:14][C:9]1[CH:10]=[CH:11][CH:12]=[CH:13][C:8]=1[C:6]1[N:32]([CH2:31][CH2:30][C:27]2[CH:28]=[CH:29][C:24]([O:23][CH3:22])=[CH:25][CH:26]=2)[C:2](=[O:7])[C:3]2[C:4](=[CH:18][CH:19]=[CH:20][CH:21]=2)[N:5]=1, predict the reactants needed to synthesize it. The reactants are: O=[C:2]1[O:7][C:6]([C:8]2[CH:13]=[CH:12][CH:11]=[CH:10][C:9]=2[O:14]C(=O)C)=[N:5][C:4]2[CH:18]=[CH:19][CH:20]=[CH:21][C:3]1=2.[CH3:22][O:23][C:24]1[CH:29]=[CH:28][C:27]([CH2:30][CH2:31][NH2:32])=[CH:26][CH:25]=1. (2) Given the product [CH3:1][C:2]1([CH3:38])[O:6][C@H:5]([CH2:7][N:8]2[CH:12]=[CH:11][C:10]([NH:13][C:14](=[O:37])[CH:15]([N:20]3[C:25](=[O:26])[CH:24]=[C:23]([O:27][C:47]4[C:48]5[CH2:39][CH2:40][CH2:41][CH2:42][C:43]=5[CH:44]=[CH:45][CH:46]=4)[CH:22]=[N:21]3)[CH2:16][CH:17]([CH3:18])[CH3:19])=[N:9]2)[CH2:4][O:3]1, predict the reactants needed to synthesize it. The reactants are: [CH3:1][C:2]1([CH3:38])[O:6][C@H:5]([CH2:7][N:8]2[CH:12]=[CH:11][C:10]([NH:13][C:14](=[O:37])[CH:15]([N:20]3[C:25](=[O:26])[CH:24]=[C:23]([O:27]N4C5C=CC=CC=5N=N4)[CH:22]=[N:21]3)[CH2:16][CH:17]([CH3:19])[CH3:18])=[N:9]2)[CH2:4][O:3]1.[C:39]1(O)[C:48]2[CH2:47][CH2:46][CH2:45][CH2:44][C:43]=2[CH:42]=[CH:41][CH:40]=1. (3) Given the product [C:3]1([CH3:22])[CH:8]=[CH:7][CH:6]=[C:5]([O:9][CH:10]([C:12]2[CH:13]=[CH:14][C:15]([C:16]([OH:18])=[O:17])=[CH:20][CH:21]=2)[CH3:11])[CH:4]=1, predict the reactants needed to synthesize it. The reactants are: [OH-].[Li+].[C:3]1([CH3:22])[CH:8]=[CH:7][CH:6]=[C:5]([O:9][CH:10]([C:12]2[CH:21]=[CH:20][C:15]([C:16]([O:18]C)=[O:17])=[CH:14][CH:13]=2)[CH3:11])[CH:4]=1. (4) Given the product [C:1]([C:5]1[N:9]([CH2:10][CH:11]2[CH2:16][CH2:15][CH2:14][CH2:13][CH2:12]2)[C:8]2[CH:17]=[CH:18][C:19]([NH:21][CH3:22])=[CH:20][C:7]=2[N:6]=1)([CH3:4])([CH3:2])[CH3:3], predict the reactants needed to synthesize it. The reactants are: [C:1]([C:5]1[N:9]([CH2:10][CH:11]2[CH2:16][CH2:15][CH2:14][CH2:13][CH2:12]2)[C:8]2[CH:17]=[CH:18][C:19]([NH:21][C:22](=O)OC)=[CH:20][C:7]=2[N:6]=1)([CH3:4])([CH3:3])[CH3:2].Cl.CCOCC.[H-].[H-].[H-].[H-].[Li+].[Al+3]. (5) Given the product [CH3:24][O:23][C:20]1[CH:19]=[CH:18][C:17]([C:16]([NH:15][C:14]2[C:13]3[C:8](=[CH:9][CH:10]=[CH:11][CH:12]=3)[NH:7][C:6]=2[C:4]([OH:5])=[O:3])=[O:25])=[CH:22][CH:21]=1, predict the reactants needed to synthesize it. The reactants are: C([O:3][C:4]([C:6]1[NH:7][C:8]2[C:13]([C:14]=1[NH:15][C:16](=[O:25])[C:17]1[CH:22]=[CH:21][C:20]([O:23][CH3:24])=[CH:19][CH:18]=1)=[CH:12][CH:11]=[CH:10][CH:9]=2)=[O:5])C.[OH-].[Na+]. (6) Given the product [CH2:19]([N:26]1[C:9](=[O:11])[CH2:8][S:7][C:1]1=[S:12])[C:20]1[CH:25]=[CH:24][CH:23]=[CH:22][CH:21]=1, predict the reactants needed to synthesize it. The reactants are: [C:1](=[S:12])([S:7][CH2:8][C:9]([OH:11])=O)SCC(O)=O.C(=O)([O-])[O-].[K+].[K+].[CH2:19]([NH2:26])[C:20]1[CH:25]=[CH:24][CH:23]=[CH:22][CH:21]=1. (7) Given the product [CH3:15][S:12]([C:5]1[CH:4]=[C:3]([OH:2])[CH:8]=[C:7]([N+:9]([O-:11])=[O:10])[CH:6]=1)(=[O:14])=[O:13], predict the reactants needed to synthesize it. The reactants are: C[O:2][C:3]1[CH:8]=[C:7]([N+:9]([O-:11])=[O:10])[CH:6]=[C:5]([S:12]([CH3:15])(=[O:14])=[O:13])[CH:4]=1.Br. (8) Given the product [CH:1]1[C:10]2[C:5](=[CH:6][CH:7]=[CH:8][C:9]=2[CH:11]([OH:13])[CH3:12])[CH:4]=[CH:3][N:2]=1, predict the reactants needed to synthesize it. The reactants are: [CH:1]1[C:10]2[C:5](=[CH:6][CH:7]=[CH:8][C:9]=2[C:11](=[O:13])[CH3:12])[CH:4]=[CH:3][N:2]=1.[BH4-].[Na+]. (9) Given the product [CH2:1]([O:3][C:4]1[CH:5]=[CH:6][C:7]2[N:8]([N:10]=[C:11]([C:13]3[CH:30]=[CH:29][C:16]([O:17][CH2:18][C@@H:19]([NH:21][C:22](=[O:28])[O:23][C:24]([CH3:25])([CH3:27])[CH3:26])[CH3:20])=[CH:15][CH:14]=3)[C:12]=2[F:31])[CH:9]=1)[CH3:2], predict the reactants needed to synthesize it. The reactants are: [CH2:1]([O:3][C:4]1[CH:5]=[CH:6][C:7]2[N:8]([N:10]=[C:11]([C:13]3[CH:30]=[CH:29][C:16]([O:17][CH2:18][C@@H:19]([NH:21][C:22](=[O:28])[O:23][C:24]([CH3:27])([CH3:26])[CH3:25])[CH3:20])=[CH:15][CH:14]=3)[CH:12]=2)[CH:9]=1)[CH3:2].[F:31][B-](F)(F)F.F[B-](F)(F)F.F[N+]1C=CC=CC=1C1C=CC=C[N+]=1F.C(=O)([O-])O.[Na+]. (10) Given the product [CH3:28][O:27][C:24]1[CH:25]=[CH:26][C:21]([CH2:20][O:19][C:13]2[C:12]([N:7]3[CH2:8][CH2:9][C:10]4[N:35]=[C:34]([NH2:36])[N:33]=[CH:4][C:5]=4[CH2:6]3)=[C:17]([CH3:18])[CH:16]=[CH:15][N:14]=2)=[CH:22][CH:23]=1, predict the reactants needed to synthesize it. The reactants are: CN([CH:4]=[C:5]1[C:10](=O)[CH2:9][CH2:8][N:7]([C:12]2[C:13]([O:19][CH2:20][C:21]3[CH:26]=[CH:25][C:24]([O:27][CH3:28])=[CH:23][CH:22]=3)=[N:14][CH:15]=[CH:16][C:17]=2[CH3:18])[CH2:6]1)C.C(=O)(O)O.[NH2:33][C:34]([NH2:36])=[NH:35].O.O.O.C([O-])(=O)C.[Na+].